This data is from Forward reaction prediction with 1.9M reactions from USPTO patents (1976-2016). The task is: Predict the product of the given reaction. (1) Given the reactants [CH3:1][N:2]([C:4]([CH2:6][N:7]1[C:15]2[C:10](=[CH:11][CH:12]=[C:13]([C:16]([OH:18])=[O:17])[CH:14]=2)[C:9]([CH:19]2[CH2:24][CH2:23][CH2:22][CH2:21][CH2:20]2)=[C:8]1[C:25]1[CH:26]=[C:27]2[C:32](=[CH:33][CH:34]=1)[N:31]=[C:30]([C:35]1[S:39][C:38]([CH3:40])=[N:37][C:36]=1[CH3:41])[CH:29]=[CH:28]2)=[O:5])[CH3:3].CO[C:44]([C:46]1C=C2C(C(C3CCCCC3)=C(C3C=C4C(=CC=3)N=C(C3SC(C)=NC=3C)C=C4)N2CC(=O)N(C)C)=CC=1)=O.[CH3:84]C1CCCN1, predict the reaction product. The product is: [CH:19]1([C:9]2[C:10]3[C:15](=[CH:14][C:13]([C:16]([OH:18])=[O:17])=[CH:12][CH:11]=3)[N:7]([CH2:6][C:4]([N:2]3[CH2:1][CH2:46][CH2:44][CH:3]3[CH3:84])=[O:5])[C:8]=2[C:25]2[CH:26]=[C:27]3[C:32](=[CH:33][CH:34]=2)[N:31]=[C:30]([C:35]2[S:39][C:38]([CH3:40])=[N:37][C:36]=2[CH3:41])[CH:29]=[CH:28]3)[CH2:20][CH2:21][CH2:22][CH2:23][CH2:24]1. (2) Given the reactants N[C:2]1[C:7]([CH:8]=[O:9])=[CH:6][C:5]([Br:10])=[CH:4][N:3]=1.[CH3:11][Mg]Br.C(O[CH2:17][CH3:18])C.[Cl-].[NH4+].[CH2:21]1[CH2:25]OC[CH2:22]1, predict the reaction product. The product is: [NH2:3][C:2]1[CH:11]=[CH:4][C:5]([Br:10])=[CH:6][C:7]=1[CH:8]([CH:18]1[CH2:17][CH2:25][CH2:21][CH2:22]1)[OH:9]. (3) Given the reactants Br[C:2]1[CH:3]=[C:4]2[C:9](=[CH:10][CH:11]=1)[C:8](=[O:12])[N:7]([CH2:13][C:14]([CH3:25])([CH3:24])[CH2:15][O:16][Si:17]([C:20]([CH3:23])([CH3:22])[CH3:21])([CH3:19])[CH3:18])[CH:6]=[C:5]2[S:26]([N:29]1[CH2:34][CH2:33][N:32]([C:35]([O:37][C:38]([CH3:41])([CH3:40])[CH3:39])=[O:36])[C@@H:31]([CH2:42][OH:43])[CH2:30]1)(=[O:28])=[O:27].[CH:44]1([NH:47][C:48](=[O:66])[C:49]2[CH:54]=[C:53](B3OC(C)(C)C(C)(C)O3)[C:52]([CH3:64])=[C:51]([F:65])[CH:50]=2)[CH2:46][CH2:45]1.C(=O)([O-])[O-].[K+].[K+], predict the reaction product. The product is: [Si:17]([O:16][CH2:15][C:14]([CH3:24])([CH3:25])[CH2:13][N:7]1[CH:6]=[C:5]([S:26]([N:29]2[CH2:34][CH2:33][N:32]([C:35]([O:37][C:38]([CH3:40])([CH3:39])[CH3:41])=[O:36])[C@@H:31]([CH2:42][OH:43])[CH2:30]2)(=[O:28])=[O:27])[C:4]2[C:9](=[CH:10][CH:11]=[C:2]([C:53]3[CH:54]=[C:49]([C:48](=[O:66])[NH:47][CH:44]4[CH2:45][CH2:46]4)[CH:50]=[C:51]([F:65])[C:52]=3[CH3:64])[CH:3]=2)[C:8]1=[O:12])([C:20]([CH3:22])([CH3:21])[CH3:23])([CH3:19])[CH3:18].